Predict the reactants needed to synthesize the given product. From a dataset of Full USPTO retrosynthesis dataset with 1.9M reactions from patents (1976-2016). (1) Given the product [Br:8][C:9]1[CH:14]=[CH:13][CH:12]=[CH:11][C:10]=1[S:15][CH:25]=[CH:24][C:23](=[N:22][C:16]1[CH:21]=[CH:20][CH:19]=[CH:18][CH:17]=1)[O:35][C:36]1[CH:41]=[CH:40][CH:39]=[CH:38][CH:37]=1, predict the reactants needed to synthesize it. The reactants are: [H-].[Na+].CN(C=O)C.[Br:8][C:9]1[CH:14]=[CH:13][CH:12]=[CH:11][C:10]=1[SH:15].[C:16]1([N:22]=[C:23]([O:35][C:36]2[CH:41]=[CH:40][CH:39]=[CH:38][CH:37]=2)[CH:24]=[CH:25]S(C2C=CC=CC=2)(=O)=O)[CH:21]=[CH:20][CH:19]=[CH:18][CH:17]=1. (2) Given the product [CH3:15][C:14]1[NH:11][C:10](=[O:29])[C:4]([C:5]([O:7][CH2:8][CH3:9])=[O:6])=[C:3]([S:12][CH3:13])[N:17]=1, predict the reactants needed to synthesize it. The reactants are: CS[C:3]([S:12][CH3:13])=[C:4]([C:10]#[N:11])[C:5]([O:7][CH2:8][CH3:9])=[O:6].[C:14]([NH2:17])(=O)[CH3:15].[H-].[Na+].C1(C)C=CC=CC=1.C(OCC)(=[O:29])C. (3) The reactants are: [NH:1](C(OCC1C2C(=CC=CC=2)C2C1=CC=CC=2)=O)[C@H:2]([C:12]([OH:14])=[O:13])[CH2:3][CH2:4][C:5](=[O:11])[O:6]C(C)(C)C.[C:32]([NH:35][C:36]1[CH:44]=[CH:43][C:39]([C:40]([OH:42])=O)=[CH:38][CH:37]=1)(=[O:34])[CH3:33].CN(C(ON1N=NC2C=CC=CC1=2)=[N+](C)C)C.[B-](F)(F)(F)F.C1C=CC2N(O)N=NC=2C=1.CCN(C(C)C)C(C)C. Given the product [C:32]([NH:35][C:36]1[CH:37]=[CH:38][C:39]([C:40]([NH:1][C@H:2]([C:12]([OH:14])=[O:13])[CH2:3][CH2:4][C:5]([OH:11])=[O:6])=[O:42])=[CH:43][CH:44]=1)(=[O:34])[CH3:33], predict the reactants needed to synthesize it. (4) Given the product [Cl:1][C:2]1[C:7]([CH2:8][OH:9])=[CH:6][N:5]=[C:4]([S:13][CH3:14])[N:3]=1, predict the reactants needed to synthesize it. The reactants are: [Cl:1][C:2]1[C:7]([C:8](OCC)=[O:9])=[CH:6][N:5]=[C:4]([S:13][CH3:14])[N:3]=1.[H-].C([Al+]CC(C)C)C(C)C.C1(C)C=CC=CC=1.C(OCC)C. (5) Given the product [Br:13][C:14]1[CH:15]=[C:16]([C:30](=[O:31])[CH2:29][C:26]2[CH:27]=[CH:28][C:23]([N:22]([CH3:36])[CH3:21])=[CH:24][CH:25]=2)[C:17]([F:20])=[N:18][CH:19]=1, predict the reactants needed to synthesize it. The reactants are: C(NC(C)C)(C)C.C([Li])CCC.[Br:13][C:14]1[CH:15]=[CH:16][C:17]([F:20])=[N:18][CH:19]=1.[CH3:21][N:22]([CH3:36])[C:23]1[CH:28]=[CH:27][C:26]([CH2:29][C:30](N(OC)C)=[O:31])=[CH:25][CH:24]=1. (6) Given the product [S:1]1[C:5]2[CH:6]=[CH:7][CH:8]=[CH:9][C:4]=2[CH:3]=[C:2]1[C:10]1[CH:15]=[CH:14][CH:13]=[CH:12][C:11]=1[CH2:16][C:17]([OH:19])=[O:18], predict the reactants needed to synthesize it. The reactants are: [S:1]1[C:5]2[CH:6]=[CH:7][CH:8]=[CH:9][C:4]=2[CH:3]=[C:2]1[C:10]1[CH:15]=[CH:14][CH:13]=[CH:12][C:11]=1[CH2:16][C:17]([O:19]C)=[O:18].CO.[OH-].[Na+]. (7) Given the product [OH:33][NH:32][C:29]([C@H:25]1[CH2:26][CH2:27][CH2:28][C@H:24]1[NH:23][S:20]([C:17]1[CH:18]=[CH:19][C:14]([O:13][CH2:12][C:10]2[C:9]3[C:4](=[CH:5][CH:6]=[CH:7][CH:8]=3)[N:3]=[C:2]([CH3:1])[CH:11]=2)=[CH:15][CH:16]=1)(=[O:22])=[O:21])=[O:31], predict the reactants needed to synthesize it. The reactants are: [CH3:1][C:2]1[CH:11]=[C:10]([CH2:12][O:13][C:14]2[CH:19]=[CH:18][C:17]([S:20]([NH:23][C@@H:24]3[CH2:28][CH2:27][CH2:26][C@@H:25]3[C:29]([OH:31])=O)(=[O:22])=[O:21])=[CH:16][CH:15]=2)[C:9]2[C:4](=[CH:5][CH:6]=[CH:7][CH:8]=2)[N:3]=1.[NH2:32][OH:33]. (8) The reactants are: [CH3:1][S:2][C:3]1[CH:8]=[CH:7][C:6]([C:9](=O)[CH2:10][C:11]([O:13]C)=O)=[CH:5][CH:4]=1.O.[NH2:17][NH2:18]. Given the product [CH3:1][S:2][C:3]1[CH:8]=[CH:7][C:6]([C:9]2[CH:10]=[C:11]([OH:13])[NH:18][N:17]=2)=[CH:5][CH:4]=1, predict the reactants needed to synthesize it. (9) Given the product [Cl:11][C:10]1[CH:9]=[CH:8][N:7]=[C:6]2[C:2]([C:16]3[CH:17]=[CH:18][C:13]([F:12])=[CH:14][CH:15]=3)=[CH:3][S:4][C:5]=12, predict the reactants needed to synthesize it. The reactants are: Br[C:2]1[C:6]2=[N:7][CH:8]=[CH:9][C:10]([Cl:11])=[C:5]2[S:4][CH:3]=1.[F:12][C:13]1[CH:18]=[CH:17][C:16](B(O)O)=[CH:15][CH:14]=1.O1CCOCC1.[O-]P([O-])([O-])=O.[K+].[K+].[K+].